This data is from Reaction yield outcomes from USPTO patents with 853,638 reactions. The task is: Predict the reaction yield, written as a fraction of the theoretical maximum amount of product (1.0 means a 100% yield; for example, 0.34 means a 34% yield). (1) The reactants are [NH2:1][C:2]1[CH:3]=[C:4]([OH:8])[CH:5]=[CH:6][CH:7]=1.[CH3:9][C:10](OC(C)=O)=[O:11].N1[CH:21]=[CH:20]C=CC=1.C([O-])(O)=[O:23].[Na+]. No catalyst specified. The product is [C:10]([O:8][C:4]1[CH:5]=[CH:6][CH:7]=[C:2]([NH:1][C:20](=[O:23])[CH3:21])[CH:3]=1)(=[O:11])[CH3:9]. The yield is 0.930. (2) The reactants are [H-].[Al+3].[Li+].[H-].[H-].[H-].[Cl-].[Al+3].[Cl-].[Cl-].[NH2:11][C:12]1[CH:25]=[C:24]([CH3:26])[CH:23]=[CH:22][C:13]=1[C:14]([C:16]1[CH:21]=[CH:20][CH:19]=[CH:18][CH:17]=1)=O.C(OCC)C. The catalyst is O1CCCC1.O. The product is [CH2:14]([C:13]1[CH:22]=[CH:23][C:24]([CH3:26])=[CH:25][C:12]=1[NH2:11])[C:16]1[CH:17]=[CH:18][CH:19]=[CH:20][CH:21]=1. The yield is 0.500. (3) The reactants are [H-].[Na+].[C:3]([O:12][CH2:13][CH:14]=[CH2:15])(=[O:11])[CH2:4][C:5]([O:7][CH2:8][CH:9]=[CH2:10])=[O:6].Br[CH2:17][CH2:18][CH2:19][CH2:20][C:21]#[N:22].[Cl-].[NH4+]. The catalyst is O1CCOCC1. The product is [C:21]([CH2:20][CH2:19][CH2:18][CH2:17][CH:4]([C:5]([O:7][CH2:8][CH:9]=[CH2:10])=[O:6])[C:3]([O:12][CH2:13][CH:14]=[CH2:15])=[O:11])#[N:22]. The yield is 0.430. (4) The reactants are [CH2:1]([O:8][C:9](Cl)=[O:10])[C:2]1[CH:7]=[CH:6][CH:5]=[CH:4][CH:3]=1.[NH2:12][C:13]1[CH:14]=[C:15]([C:19]2[N:20]=[CH:21][N:22]([CH3:34])[C:23]=2[C:24]2[S:33][C:27]3[N:28]=[CH:29][N:30]=[C:31]([NH2:32])[C:26]=3[CH:25]=2)[CH:16]=[CH:17][CH:18]=1.N1C=CC=CC=1. The catalyst is C1COCC1. The product is [CH2:1]([O:8][C:9](=[O:10])[NH:12][C:13]1[CH:18]=[CH:17][CH:16]=[C:15]([C:19]2[N:20]=[CH:21][N:22]([CH3:34])[C:23]=2[C:24]2[S:33][C:27]3[N:28]=[CH:29][N:30]=[C:31]([NH2:32])[C:26]=3[CH:25]=2)[CH:14]=1)[C:2]1[CH:7]=[CH:6][CH:5]=[CH:4][CH:3]=1. The yield is 0.280. (5) The reactants are [C:1]1([C:7]2[N:11]=[C:10]([N:12]3[CH2:17][CH2:16][NH:15][CH2:14][CH2:13]3)[S:9][N:8]=2)[CH:6]=[CH:5][CH:4]=[CH:3][CH:2]=1.C(N(CC)CC)C.[F:25][C:26]([F:37])([F:36])[C:27]1[CH:32]=[CH:31][C:30]([N:33]=[C:34]=[O:35])=[CH:29][CH:28]=1. The catalyst is O1CCCC1. The product is [C:1]1([C:7]2[N:11]=[C:10]([N:12]3[CH2:17][CH2:16][N:15]([C:34]([NH:33][C:30]4[CH:29]=[CH:28][C:27]([C:26]([F:25])([F:36])[F:37])=[CH:32][CH:31]=4)=[O:35])[CH2:14][CH2:13]3)[S:9][N:8]=2)[CH:2]=[CH:3][CH:4]=[CH:5][CH:6]=1. The yield is 0.705. (6) The catalyst is O.O1CCOCC1. The reactants are C(=O)([O-])[O-].[Na+].[Na+].[CH3:7][S:8]([O:11][C@H:12]1[CH2:16][NH:15][C@@H:14]2[C@@H:17]([OH:20])[CH2:18][O:19][C@H:13]12)(=[O:10])=[O:9].[C:21](O[C:21]([O:23][C:24]([CH3:27])([CH3:26])[CH3:25])=[O:22])([O:23][C:24]([CH3:27])([CH3:26])[CH3:25])=[O:22]. The yield is 0.490. The product is [OH:20][C@@H:17]1[C@H:14]2[N:15]([C:21]([O:23][C:24]([CH3:27])([CH3:26])[CH3:25])=[O:22])[CH2:16][C@H:12]([O:11][S:8]([CH3:7])(=[O:9])=[O:10])[C@H:13]2[O:19][CH2:18]1.